Dataset: NCI-60 drug combinations with 297,098 pairs across 59 cell lines. Task: Regression. Given two drug SMILES strings and cell line genomic features, predict the synergy score measuring deviation from expected non-interaction effect. Drug 1: COC1=CC(=CC(=C1O)OC)C2C3C(COC3=O)C(C4=CC5=C(C=C24)OCO5)OC6C(C(C7C(O6)COC(O7)C8=CC=CS8)O)O. Drug 2: CC1=C(C(=O)C2=C(C1=O)N3CC4C(C3(C2COC(=O)N)OC)N4)N. Cell line: CAKI-1. Synergy scores: CSS=57.5, Synergy_ZIP=6.09, Synergy_Bliss=6.59, Synergy_Loewe=7.05, Synergy_HSA=11.2.